From a dataset of Buchwald-Hartwig C-N cross coupling reaction yields with 55,370 reactions. Predict the reaction yield, written as a fraction of the theoretical maximum amount of product (1.0 means a 100% yield; for example, 0.34 means a 34% yield). (1) The reactants are FC(F)(F)c1ccc(Br)cc1.Cc1ccc(N)cc1.O=S(=O)(O[Pd]1c2ccccc2-c2ccccc2N~1)C(F)(F)F.CC(C)c1cc(C(C)C)c(-c2ccccc2P(C2CCCCC2)C2CCCCC2)c(C(C)C)c1.CN(C)C(=NC(C)(C)C)N(C)C.COC(=O)c1cc(-c2ccco2)on1. No catalyst specified. The product is Cc1ccc(Nc2ccc(C(F)(F)F)cc2)cc1. The yield is 0.241. (2) The reactants are FC(F)(F)c1ccc(Br)cc1.Cc1ccc(N)cc1.O=S(=O)(O[Pd]1c2ccccc2-c2ccccc2N~1)C(F)(F)F.COc1ccc(OC)c(P([C@]23C[C@H]4C[C@H](C[C@H](C4)C2)C3)[C@]23C[C@H]4C[C@H](C[C@H](C4)C2)C3)c1-c1c(C(C)C)cc(C(C)C)cc1C(C)C.CN(C)C(=NC(C)(C)C)N(C)C.CCOC(=O)c1cc(OC)no1. No catalyst specified. The product is Cc1ccc(Nc2ccc(C(F)(F)F)cc2)cc1. The yield is 0.262. (3) The reactants are Brc1cccnc1.Cc1ccc(N)cc1.O=S(=O)(O[Pd]1c2ccccc2-c2ccccc2N~1)C(F)(F)F.CC(C)c1cc(C(C)C)c(-c2ccccc2P(C2CCCCC2)C2CCCCC2)c(C(C)C)c1.CCN=P(N=P(N(C)C)(N(C)C)N(C)C)(N(C)C)N(C)C.c1ccc(-c2ccno2)cc1. No catalyst specified. The product is Cc1ccc(Nc2cccnc2)cc1. The yield is 0.0968. (4) The reactants are COc1ccc(I)cc1.Cc1ccc(N)cc1.O=S(=O)(O[Pd]1c2ccccc2-c2ccccc2N~1)C(F)(F)F.CC(C)c1cc(C(C)C)c(-c2ccccc2P(C(C)(C)C)C(C)(C)C)c(C(C)C)c1.CN1CCCN2CCCN=C12.COC(=O)c1ccno1. No catalyst specified. The product is COc1ccc(Nc2ccc(C)cc2)cc1. The yield is 0.426. (5) The reactants are Ic1cccnc1.Cc1ccc(N)cc1.O=S(=O)(O[Pd]1c2ccccc2-c2ccccc2N~1)C(F)(F)F.CC(C)c1cc(C(C)C)c(-c2ccccc2P(C2CCCCC2)C2CCCCC2)c(C(C)C)c1.CCN=P(N=P(N(C)C)(N(C)C)N(C)C)(N(C)C)N(C)C.c1ccc(-c2ccon2)cc1. No catalyst specified. The product is Cc1ccc(Nc2cccnc2)cc1. The yield is 0.193. (6) The reactants are FC(F)(F)c1ccc(Cl)cc1.Cc1ccc(N)cc1.O=S(=O)(O[Pd]1c2ccccc2-c2ccccc2N~1)C(F)(F)F.CC(C)c1cc(C(C)C)c(-c2ccccc2P(C(C)(C)C)C(C)(C)C)c(C(C)C)c1.CN1CCCN2CCCN=C12.CCOC(=O)c1cnoc1C. No catalyst specified. The product is Cc1ccc(Nc2ccc(C(F)(F)F)cc2)cc1. The yield is 0.229.